From a dataset of Forward reaction prediction with 1.9M reactions from USPTO patents (1976-2016). Predict the product of the given reaction. (1) Given the reactants C([O:8][CH:9]1[CH2:12][C:11]([C:18]([O:20][CH2:21][CH3:22])=[O:19])([C:13]([O:15][CH2:16][CH3:17])=[O:14])[CH2:10]1)C1C=CC=CC=1, predict the reaction product. The product is: [OH:8][CH:9]1[CH2:12][C:11]([C:13]([O:15][CH2:16][CH3:17])=[O:14])([C:18]([O:20][CH2:21][CH3:22])=[O:19])[CH2:10]1. (2) Given the reactants [C:1]([O:5][C:6](=[O:21])[N:7]([CH2:11][C:12]1[CH:17]=[CH:16][C:15]([Cl:18])=[C:14]([CH2:19][OH:20])[CH:13]=1)[CH2:8][CH2:9][F:10])([CH3:4])([CH3:3])[CH3:2], predict the reaction product. The product is: [C:1]([O:5][C:6](=[O:21])[N:7]([CH2:11][C:12]1[CH:17]=[CH:16][C:15]([Cl:18])=[C:14]([CH:19]=[O:20])[CH:13]=1)[CH2:8][CH2:9][F:10])([CH3:4])([CH3:2])[CH3:3]. (3) Given the reactants [CH3:1][C:2]([OH:34])([C:4]#[C:5][C:6]1[CH:7]=[C:8]([C:21]2[CH:26]=[CH:25][C:24]([C@:27]([OH:33])([CH3:32])[C:28]([F:31])([F:30])[F:29])=[CH:23][CH:22]=2)[CH:9]=[CH:10][C:11]=1[S:12]([C:15]1[CH:20]=[CH:19][CH:18]=[CH:17][CH:16]=1)(=[O:14])=[O:13])[CH3:3].C1N=C(N)C2N=CN([C@@H]3O[C@H](COP(OP(OC[C@H]4O[C@@H](N5C=C(C(N)=O)CC=C5)[C@H](O)[C@@H]4O)(O)=O)(O)=O)[C@@H](O)[C@H]3OP(O)(O)=O)C=2N=1, predict the reaction product. The product is: [CH3:3][C:2]([OH:34])([C:4]#[C:5][C:6]1[CH:7]=[C:8]([C:21]2[CH:22]=[CH:23][C:24]([C@@:27]([OH:33])([CH3:32])[C:28]([F:31])([F:29])[F:30])=[CH:25][CH:26]=2)[CH:9]=[CH:10][C:11]=1[S:12]([C:15]1[CH:20]=[CH:19][CH:18]=[CH:17][CH:16]=1)(=[O:14])=[O:13])[CH3:1]. (4) Given the reactants [CH:1]1([C:4]2[CH:5]=[C:6]([CH:28]=[C:29]([O:32][CH2:33][CH3:34])[C:30]=2I)[CH2:7][N:8]2[CH2:11][C:10]3([CH2:15][C:14]([N:16]4[CH2:21][CH2:20][C:19]([CH3:27])([C:22]([O:24]CC)=[O:23])[CH2:18][CH2:17]4)=[N:13][O:12]3)[CH2:9]2)[CH2:3][CH2:2]1.[C:35]([C:37]1[CH:42]=[CH:41][C:40](B(O)O)=[CH:39][C:38]=1[F:46])#[N:36], predict the reaction product. The product is: [C:35]([C:37]1[CH:42]=[CH:41][C:40]([C:30]2[C:29]([O:32][CH2:33][CH3:34])=[CH:28][C:6]([CH2:7][N:8]3[CH2:11][C:10]4([CH2:15][C:14]([N:16]5[CH2:17][CH2:18][C:19]([CH3:27])([C:22]([OH:24])=[O:23])[CH2:20][CH2:21]5)=[N:13][O:12]4)[CH2:9]3)=[CH:5][C:4]=2[CH:1]2[CH2:2][CH2:3]2)=[CH:39][C:38]=1[F:46])#[N:36]. (5) Given the reactants [Cl:1][C:2]1[C:3]([C:8]2[CH:9]=[C:10]([CH:12]=[C:13]([C:15]3[NH:23][C:18]4=[N:19][CH:20]=[CH:21][CH:22]=[C:17]4[N:16]=3)[CH:14]=2)[NH2:11])=[N:4][CH:5]=[CH:6][CH:7]=1.C([O-])(=O)C.[Na+].[CH3:29][C:30]1[CH:37]=[CH:36][C:33]([CH:34]=O)=[CH:32][CH:31]=1.O, predict the reaction product. The product is: [Cl:1][C:2]1[C:3]([C:8]2[CH:9]=[C:10]([CH:12]=[C:13]([C:15]3[NH:23][C:18]4=[N:19][CH:20]=[CH:21][CH:22]=[C:17]4[N:16]=3)[CH:14]=2)[NH:11][CH2:29][C:30]2[CH:37]=[CH:36][C:33]([CH3:34])=[CH:32][CH:31]=2)=[N:4][CH:5]=[CH:6][CH:7]=1.